This data is from NCI-60 drug combinations with 297,098 pairs across 59 cell lines. The task is: Regression. Given two drug SMILES strings and cell line genomic features, predict the synergy score measuring deviation from expected non-interaction effect. (1) Drug 1: CC1=C(C=C(C=C1)NC2=NC=CC(=N2)N(C)C3=CC4=NN(C(=C4C=C3)C)C)S(=O)(=O)N.Cl. Drug 2: C(CC(=O)O)C(=O)CN.Cl. Cell line: MDA-MB-231. Synergy scores: CSS=-1.66, Synergy_ZIP=-4.44, Synergy_Bliss=-10.2, Synergy_Loewe=-8.33, Synergy_HSA=-8.01. (2) Drug 1: CC(C1=C(C=CC(=C1Cl)F)Cl)OC2=C(N=CC(=C2)C3=CN(N=C3)C4CCNCC4)N. Drug 2: CC1=C(C(=CC=C1)Cl)NC(=O)C2=CN=C(S2)NC3=CC(=NC(=N3)C)N4CCN(CC4)CCO. Cell line: SF-295. Synergy scores: CSS=19.5, Synergy_ZIP=-2.93, Synergy_Bliss=3.36, Synergy_Loewe=-1.27, Synergy_HSA=3.96. (3) Drug 1: C1=CC=C(C=C1)NC(=O)CCCCCCC(=O)NO. Synergy scores: CSS=31.9, Synergy_ZIP=-3.97, Synergy_Bliss=-4.70, Synergy_Loewe=-8.22, Synergy_HSA=-2.58. Cell line: SNB-19. Drug 2: CC1C(C(CC(O1)OC2CC(CC3=C2C(=C4C(=C3O)C(=O)C5=C(C4=O)C(=CC=C5)OC)O)(C(=O)CO)O)N)O.Cl. (4) Synergy scores: CSS=29.1, Synergy_ZIP=5.14, Synergy_Bliss=7.68, Synergy_Loewe=9.10, Synergy_HSA=10.0. Drug 1: CN1CCC(CC1)COC2=C(C=C3C(=C2)N=CN=C3NC4=C(C=C(C=C4)Br)F)OC. Cell line: U251. Drug 2: CC1=C(C=C(C=C1)NC2=NC=CC(=N2)N(C)C3=CC4=NN(C(=C4C=C3)C)C)S(=O)(=O)N.Cl. (5) Synergy scores: CSS=17.9, Synergy_ZIP=-7.37, Synergy_Bliss=-0.674, Synergy_Loewe=0.364, Synergy_HSA=0.623. Drug 1: C1=CC(=CC=C1C#N)C(C2=CC=C(C=C2)C#N)N3C=NC=N3. Drug 2: C(CC(=O)O)C(=O)CN.Cl. Cell line: NCI-H322M. (6) Drug 1: CC(C)CN1C=NC2=C1C3=CC=CC=C3N=C2N. Drug 2: CC1C(C(CC(O1)OC2CC(CC3=C2C(=C4C(=C3O)C(=O)C5=CC=CC=C5C4=O)O)(C(=O)C)O)N)O. Cell line: COLO 205. Synergy scores: CSS=49.8, Synergy_ZIP=6.59, Synergy_Bliss=5.85, Synergy_Loewe=-20.3, Synergy_HSA=1.78. (7) Drug 1: CC(C)NC(=O)C1=CC=C(C=C1)CNNC.Cl. Drug 2: C1CCC(C(C1)N)N.C(=O)(C(=O)[O-])[O-].[Pt+4]. Cell line: HOP-92. Synergy scores: CSS=-3.29, Synergy_ZIP=-1.13, Synergy_Bliss=-7.52, Synergy_Loewe=-17.3, Synergy_HSA=-14.0. (8) Drug 1: COC1=CC(=CC(=C1O)OC)C2C3C(COC3=O)C(C4=CC5=C(C=C24)OCO5)OC6C(C(C7C(O6)COC(O7)C8=CC=CS8)O)O. Drug 2: CCCS(=O)(=O)NC1=C(C(=C(C=C1)F)C(=O)C2=CNC3=C2C=C(C=N3)C4=CC=C(C=C4)Cl)F. Cell line: UO-31. Synergy scores: CSS=17.8, Synergy_ZIP=-5.37, Synergy_Bliss=0.0106, Synergy_Loewe=-1.83, Synergy_HSA=1.75.